From a dataset of Full USPTO retrosynthesis dataset with 1.9M reactions from patents (1976-2016). Predict the reactants needed to synthesize the given product. Given the product [Cl:1][C:2]1[N:7]=[C:6]([C:8]([NH2:21])=[O:9])[CH:5]=[C:4]([Cl:11])[N:3]=1, predict the reactants needed to synthesize it. The reactants are: [Cl:1][C:2]1[N:7]=[C:6]([C:8](Cl)=[O:9])[CH:5]=[C:4]([Cl:11])[N:3]=1.N.O1CCOCC1.CC[N:21](C(C)C)C(C)C.